Dataset: Peptide-MHC class I binding affinity with 185,985 pairs from IEDB/IMGT. Task: Regression. Given a peptide amino acid sequence and an MHC pseudo amino acid sequence, predict their binding affinity value. This is MHC class I binding data. (1) The peptide sequence is NILVAGNLI. The binding affinity (normalized) is 0.0847. The MHC is HLA-B35:01 with pseudo-sequence HLA-B35:01. (2) The peptide sequence is KHDEEFCDM. The MHC is HLA-B40:01 with pseudo-sequence HLA-B40:01. The binding affinity (normalized) is 0.0847. (3) The peptide sequence is YFARRFKYL. The MHC is HLA-B44:02 with pseudo-sequence HLA-B44:02. The binding affinity (normalized) is 0.0847. (4) The MHC is HLA-A01:01 with pseudo-sequence HLA-A01:01. The peptide sequence is SEKTHIHIF. The binding affinity (normalized) is 0.0847.